Dataset: Experimentally validated miRNA-target interactions with 360,000+ pairs, plus equal number of negative samples. Task: Binary Classification. Given a miRNA mature sequence and a target amino acid sequence, predict their likelihood of interaction. (1) The miRNA is hsa-miR-149-3p with sequence AGGGAGGGACGGGGGCUGUGC. The protein sequence of the target gene is MAVAHEMEMESVNLNMEREGKEEPEEEKMKGNGEGKDFPRSRKVHRIVSKWMLPEPVRRTYLERANCLPPPLFIILISLAELAVFIYYAVWKPQKQWITLDTGILESPLTYCPEKREEAWRFISYMLVHAGVQHIVGNLLMQIVLGIPLEMVHKGLRVGLVYLAGVLAGSLASSIFDPLKSLVGASGGVYALMGGYFMNVIVNFREMIPAFGIVRLLVIILIVASDMGFALYRRFFVPANGSPVSFAAHIAGGFAGMSIGYTVFSCFDKTLLKDPRFWIAIAAYVACLLFAVFFNIFLSP.... Result: 0 (no interaction). (2) The miRNA is rno-miR-145-5p with sequence GUCCAGUUUUCCCAGGAAUCCCU. The protein sequence of the target gene is MTQEPFREELAYDRMPTLERGRQDPASYAPDAKPSDLQLSKRLPPCFSHKTWVFSVLMGSCLLVTSGFSLYLGNVFPAEMDYLRCAAGSCIPSAIVSFTVSRRNANVIPNFQILFVSTFAVTTTCLIWFGCKLVLNPSAININFNLILLLLLELLMAATVIIAARSSEEDCKKKKGSMSDSANILDEVPFPARVLKSYSVVEVIAGISAVLGGIIALNVDDSVSGPHLSVTFFWILVACFPSAIASHVAAECPSKCLVEVLIAISSLTSPLLFTASGYLSFSIMRIVEMFKDYPPAIKPS.... Result: 0 (no interaction). (3) The miRNA is hsa-miR-486-5p with sequence UCCUGUACUGAGCUGCCCCGAG. The protein sequence of the target gene is MASTASEIIAFMVSISGWVLVSSTLPTDYWKVSTIDGTVITTATYWANLWKACVTDSTGVSNCKDFPSMLALDGYIQACRGLMIAAVSLGFFGSIFALFGMKCTKVGGSDKAKAKIACLAGIVFILSGLCSMTGCSLYANKITTEFFDPLFVEQKYELGAALFIGWAGASLCIIGGVIFCFSISDNNKTPRYTYNGATSVMSSRTKYHGGEDFKTTNPSKQFDKNAYV. Result: 1 (interaction). (4) The miRNA is mmu-miR-690 with sequence AAAGGCUAGGCUCACAACCAAA. The protein sequence of the target gene is MAVDTLSPDWDFDRVDDGSQKIHAEVQLKNYGRFLEEYTSQLRRIEDALDDLIGDVWDFNLDPIALKLLPYEQSSLLELIKTENKVLNKVITVYAALCCEIKKLKYEAETKFYNGLLFYGEGATDSSMVEGDCQIQMGRFVSFLQELSCFVTRCYEVVMNVIHQLAALYISNKIGPKIIETTGVHFQTMYEHLGELLTVLLTLDEIVDNHVTLKDHWTMYKRLLKSVHHNPSKFGIQEEKLKPFEKFLLKLEGQLLDGMIFQACIEQQFDSLNGGISVSKNSTFAEEFAHSIRSIFANVE.... Result: 0 (no interaction).